From a dataset of Reaction yield outcomes from USPTO patents with 853,638 reactions. Predict the reaction yield, written as a fraction of the theoretical maximum amount of product (1.0 means a 100% yield; for example, 0.34 means a 34% yield). (1) The yield is 0.500. The catalyst is CC(N(C)C)=O. The reactants are [Cl:1][C:2]1[CH:3]=[CH:4][C:5](F)=[C:6]([CH:9]=1)[CH:7]=O.C(=O)(O)O.[NH2:15][C:16]([NH2:18])=[NH:17].O. The product is [Cl:1][C:2]1[CH:9]=[C:6]2[C:5](=[CH:4][CH:3]=1)[N:17]=[C:16]([NH2:18])[N:15]=[CH:7]2. (2) The catalyst is C(#N)C.O. The product is [CH3:35][N:34]1[C:31]2[CH:32]=[CH:33][C:28]([O:27][C:25]3[CH:24]=[CH:23][N:22]=[C:21]([C:19]4[NH:20][C:16]([C:15]([F:37])([F:14])[F:38])=[CH:17][N:18]=4)[CH:26]=3)=[CH:29][C:30]=2[N:36]=[C:10]1[NH:9][C:6]1[CH:7]=[CH:8][C:3]([C:2]([F:13])([F:12])[F:1])=[CH:4][CH:5]=1. The reactants are [F:1][C:2]([F:13])([F:12])[C:3]1[CH:8]=[CH:7][C:6]([N:9]=[C:10]=S)=[CH:5][CH:4]=1.[F:14][C:15]([F:38])([F:37])[C:16]1[NH:20][C:19]([C:21]2[CH:26]=[C:25]([O:27][C:28]3[CH:29]=[C:30]([NH2:36])[C:31]([NH:34][CH3:35])=[CH:32][CH:33]=3)[CH:24]=[CH:23][N:22]=2)=[N:18][CH:17]=1.C(N(CC)CC)C.[I-].ClC1C=CC=C[N+]=1C. The yield is 0.610. (3) The reactants are [NH2:1][C:2]1[CH:3]=[C:4]([OH:8])[CH:5]=[CH:6][CH:7]=1.C(=O)([O-])[O-].[Cs+].[Cs+].Cl[C:16]1[C:25]2[C:20](=[CH:21][C:22]([O:28][CH2:29][CH2:30][N:31]3[CH2:36][CH2:35][O:34][CH2:33][CH2:32]3)=[C:23]([O:26][CH3:27])[CH:24]=2)[N:19]=[CH:18][N:17]=1. The catalyst is C(O)(C)C. The product is [CH3:27][O:26][C:23]1[CH:24]=[C:25]2[C:20](=[CH:21][C:22]=1[O:28][CH2:29][CH2:30][N:31]1[CH2:36][CH2:35][O:34][CH2:33][CH2:32]1)[N:19]=[CH:18][N:17]=[C:16]2[O:8][C:4]1[CH:3]=[C:2]([CH:7]=[CH:6][CH:5]=1)[NH2:1]. The yield is 0.220.